Predict the reactants needed to synthesize the given product. From a dataset of Full USPTO retrosynthesis dataset with 1.9M reactions from patents (1976-2016). (1) Given the product [CH2:1]([O:8][C:9]1[C:14]([CH:15]([C:17]2[CH:18]=[CH:19][CH:20]=[CH:21][CH:22]=2)[C:23]2[CH:24]=[C:25]([C:29]3[CH:34]=[CH:33][CH:32]=[CH:31][C:30]=3[O:35][CH3:36])[CH:26]=[CH:27][CH:28]=2)=[CH:13][CH:12]=[CH:11][C:10]=1[C:37]1[CH:42]=[CH:41][CH:40]=[CH:39][CH:38]=1)[C:2]1[CH:3]=[CH:4][CH:5]=[CH:6][CH:7]=1, predict the reactants needed to synthesize it. The reactants are: [CH2:1]([O:8][C:9]1[C:14]([C:15]([C:23]2[CH:24]=[C:25]([C:29]3[CH:34]=[CH:33][CH:32]=[CH:31][C:30]=3[O:35][CH3:36])[CH:26]=[CH:27][CH:28]=2)([C:17]2[CH:22]=[CH:21][CH:20]=[CH:19][CH:18]=2)O)=[CH:13][CH:12]=[CH:11][C:10]=1[C:37]1[CH:42]=[CH:41][CH:40]=[CH:39][CH:38]=1)[C:2]1[CH:7]=[CH:6][CH:5]=[CH:4][CH:3]=1. (2) Given the product [NH:1]1[C:2]2[C:3](=[CH:4][C:5]([O:6][C:7]3[CH:14]=[CH:13][C:12]([F:15])=[CH:11][C:8]=3[C:9]#[N:10])=[CH:16][CH:17]=2)[CH:18]=[N:31]1, predict the reactants needed to synthesize it. The reactants are: [NH2:1][C:2]1[CH:17]=[CH:16][C:5]([O:6][C:7]2[CH:14]=[CH:13][C:12]([F:15])=[CH:11][C:8]=2[C:9]#[N:10])=[CH:4][C:3]=1[CH3:18].C([O-])(=O)C.[K+].C(OC(=O)C)(=O)C.[N:31](OCCC(C)C)=O.Cl.[OH-].[Na+]. (3) Given the product [Br:1][C:2]1[S:6][C:5]([C:7]([N:15]2[CH:16]3[CH2:19][CH2:20][N:12]([CH2:18][CH2:17]3)[CH2:13][CH2:14]2)=[O:9])=[CH:4][CH:3]=1, predict the reactants needed to synthesize it. The reactants are: [Br:1][C:2]1[S:6][C:5]([C:7]([OH:9])=O)=[CH:4][CH:3]=1.Cl.Cl.[N:12]12[CH2:20][CH2:19][CH:16]([CH2:17][CH2:18]1)[NH:15][CH2:14][CH2:13]2.O.ON1C2C=CC=CC=2N=N1.F[B-](F)(F)F.N1(OC(N(C)C)=[N+](C)C)C2C=CC=CC=2N=N1.C(N(C(C)C)CC)(C)C.[OH-].[Na+].